This data is from Catalyst prediction with 721,799 reactions and 888 catalyst types from USPTO. The task is: Predict which catalyst facilitates the given reaction. (1) Reactant: [OH:1][C:2]1[CH:3]=[C:4]([NH:9][C:10]2[S:11][CH:12]=[C:13]([C:15]([O:17][CH2:18][CH3:19])=[O:16])[N:14]=2)[CH:5]=[CH:6][C:7]=1[CH3:8].C([O-])([O-])=O.[K+].[K+].Br[CH2:27][CH:28]=[C:29]([CH3:31])[CH3:30]. Product: [CH3:8][C:7]1[CH:6]=[CH:5][C:4]([NH:9][C:10]2[S:11][CH:12]=[C:13]([C:15]([O:17][CH2:18][CH3:19])=[O:16])[N:14]=2)=[CH:3][C:2]=1[O:1][CH2:27][CH:28]=[C:29]([CH3:31])[CH3:30]. The catalyst class is: 21. (2) Reactant: [F:1][C:2]1([CH3:34])[CH2:6][N:5](C(OC(C)(C)C)=O)[C@H:4]([C:14](=[O:33])[NH:15][CH2:16][C:17]2[CH:22]=[C:21]([C:23]3[CH:24]=[N:25][C:26]([C:29]([F:32])([F:31])[F:30])=[CH:27][CH:28]=3)[N:20]=[CH:19][N:18]=2)[CH2:3]1.[ClH:35]. Product: [ClH:35].[F:1][C:2]1([CH3:34])[CH2:6][NH:5][C@H:4]([C:14]([NH:15][CH2:16][C:17]2[CH:22]=[C:21]([C:23]3[CH:24]=[N:25][C:26]([C:29]([F:30])([F:31])[F:32])=[CH:27][CH:28]=3)[N:20]=[CH:19][N:18]=2)=[O:33])[CH2:3]1. The catalyst class is: 12. (3) Reactant: [N:1]1[CH:6]=[CH:5][C:4]([N:7]2[CH2:12][CH2:11][CH:10]([C:13](OCC)=[O:14])[CH2:9][CH2:8]2)=[CH:3][CH:2]=1.[H-].[Al+3].[Li+].[H-].[H-].[H-].O.[OH-].[Na+]. Product: [N:1]1[CH:6]=[CH:5][C:4]([N:7]2[CH2:8][CH2:9][CH:10]([CH2:13][OH:14])[CH2:11][CH2:12]2)=[CH:3][CH:2]=1. The catalyst class is: 1. (4) Reactant: CO.[Na].[N:4]1[CH:9]=[CH:8][N:7]=[CH:6][C:5]=1[C:10]#[N:11].[Cl-:12].[NH4+:13]. Product: [ClH:12].[N:4]1[CH:9]=[CH:8][N:7]=[CH:6][C:5]=1[C:10]([NH2:13])=[NH:11]. The catalyst class is: 27. (5) Reactant: [CH2:1]([C:3]1[CH:10]=[CH:9][C:6]([C:7]#[N:8])=[CH:5][CH:4]=1)[CH3:2].OS(O)(=O)=O.C1C(=O)N([Br:23])C(=O)C1.[Al]. Product: [Br:23][C:4]1[CH:5]=[C:6]([CH:9]=[CH:10][C:3]=1[CH2:1][CH3:2])[C:7]#[N:8]. The catalyst class is: 23. (6) Reactant: [F:1][C:2]([F:17])([F:16])[C:3]1[CH:8]=[CH:7][C:6]([C:9]2[O:13][N:12]=[C:11]([CH2:14][OH:15])[CH:10]=2)=[CH:5][CH:4]=1.[H-].[Na+].Cl[CH2:21][O:22][CH3:23]. Product: [CH3:21][O:22][CH2:23][O:15][CH2:14][C:11]1[CH:10]=[C:9]([C:6]2[CH:5]=[CH:4][C:3]([C:2]([F:1])([F:16])[F:17])=[CH:8][CH:7]=2)[O:13][N:12]=1. The catalyst class is: 7.